From a dataset of Full USPTO retrosynthesis dataset with 1.9M reactions from patents (1976-2016). Predict the reactants needed to synthesize the given product. (1) The reactants are: [Cl:1][C:2]1[C:7]([O:8][CH3:9])=[CH:6][CH:5]=[CH:4][C:3]=1[C:10]1[C:11](=[O:17])[NH:12][C:13](=[O:16])[NH:14][CH:15]=1.[CH3:18][Si](C([Si](C)(C)C)C(N)=O)(C)C.[F:30][C:31]1[C:38]([C:39]([F:42])([F:41])[F:40])=[CH:37][CH:36]=[CH:35][C:32]=1CBr. Given the product [Cl:1][C:2]1[C:7]([O:8][CH3:9])=[CH:6][CH:5]=[CH:4][C:3]=1[C:10]1[C:11](=[O:17])[NH:12][C:13](=[O:16])[N:14]([CH2:18][C:31]2([F:30])[C:38]([C:39]([F:40])([F:41])[F:42])=[CH:37][CH:36]=[CH:35][CH2:32]2)[CH:15]=1, predict the reactants needed to synthesize it. (2) Given the product [NH2:2][C:11]1[C:10]2[N:20]=[C:7]([CH2:3][CH2:4][CH2:5][CH3:6])[N:8]([CH2:21][CH2:22][CH2:23][NH:24][C:25]([NH:27][C:28]3[CH:33]=[CH:32][CH:31]=[CH:30][CH:29]=3)=[O:26])[C:9]=2[C:18]2[CH:17]=[CH:16][CH:15]=[CH:14][C:13]=2[N:12]=1, predict the reactants needed to synthesize it. The reactants are: [OH-].[NH4+:2].[CH2:3]([C:7]1[N:8]([CH2:21][CH2:22][CH2:23][NH:24][C:25]([NH:27][C:28]2[CH:33]=[CH:32][CH:31]=[CH:30][CH:29]=2)=[O:26])[C:9]2[C:18]3[CH:17]=[CH:16][CH:15]=[CH:14][C:13]=3[N+:12]([O-])=[CH:11][C:10]=2[N:20]=1)[CH2:4][CH2:5][CH3:6].S(Cl)(C1C=CC(C)=CC=1)(=O)=O. (3) Given the product [CH3:6][CH2:5][CH2:4][CH:3]([CH3:8])[CH3:2].[F:52][C:26]([F:25])([F:51])[C:27]1[CH:32]=[CH:31][C:30]([S:33]([C@@:36]2([C:43]3[CH:48]=[C:47]([F:49])[CH:46]=[CH:45][C:44]=3[F:50])[CH2:41][CH2:40][C:39](=[O:42])[C@@H:38]([CH2:58][O:57][CH2:56][CH2:55][Si:54]([CH3:61])([CH3:60])[CH3:53])[CH2:37]2)(=[O:35])=[O:34])=[CH:29][CH:28]=1, predict the reactants needed to synthesize it. The reactants are: C[CH:2](N[CH:2](C)[C:3]1[CH:8]=C[CH:6]=[CH:5][CH:4]=1)[C:3]1[CH:8]=C[CH:6]=[CH:5][CH:4]=1.[Cl-].[Li+].C([Li])CCC.[F:25][C:26]([F:52])([F:51])[C:27]1[CH:32]=[CH:31][C:30]([S:33]([C:36]2([C:43]3[CH:48]=[C:47]([F:49])[CH:46]=[CH:45][C:44]=3[F:50])[CH2:41][CH2:40][C:39](=[O:42])[CH2:38][CH2:37]2)(=[O:35])=[O:34])=[CH:29][CH:28]=1.[CH3:53][Si:54]([CH3:61])([CH3:60])[CH2:55][CH2:56][O:57][CH2:58]Cl. (4) Given the product [Br:10][C:11]1[CH:20]=[C:19]2[C:14]([C:15]([OH:29])=[C:16]([C:24]([NH:38][CH2:37][C:36]([O:35][C:31]([CH3:34])([CH3:33])[CH3:32])=[O:39])=[O:25])[C:17](=[O:23])[C:18]2([CH3:22])[CH3:21])=[CH:13][CH:12]=1, predict the reactants needed to synthesize it. The reactants are: CCN(C(C)C)C(C)C.[Br:10][C:11]1[CH:20]=[C:19]2[C:14]([C:15]([OH:29])=[C:16]([C:24](OCC)=[O:25])[C:17](=[O:23])[C:18]2([CH3:22])[CH3:21])=[CH:13][CH:12]=1.Cl.[C:31]([O:35][C:36](=[O:39])[CH2:37][NH2:38])([CH3:34])([CH3:33])[CH3:32]. (5) Given the product [N:16](/[C:19](=[CH:14]\[C:10]1[CH:9]=[C:8]2[C:13](=[CH:12][CH:11]=1)[NH:5][CH:6]=[CH:7]2)/[C:20]([O:22][CH3:23])=[O:21])=[N+:17]=[N-:18], predict the reactants needed to synthesize it. The reactants are: C[O-].[Na+].[Na].[NH:5]1[C:13]2[C:8](=[CH:9][C:10]([CH:14]=O)=[CH:11][CH:12]=2)[CH:7]=[CH:6]1.[N:16]([CH2:19][C:20]([O:22][CH3:23])=[O:21])=[N+:17]=[N-:18]. (6) Given the product [O:1]=[C:2]([O-:13])[C@@H:3]([C@H:5]([C@@H:7]([C@@H:9]([CH2:11][OH:12])[OH:10])[OH:8])[OH:6])[OH:4].[Ca+2:20].[O:28]=[C:29]([O-:40])[C@@H:30]([C@H:32]([C@@H:34]([C@@H:36]([CH2:38][OH:39])[OH:37])[OH:35])[OH:33])[OH:31].[C:14]([O-:19])(=[O:18])[CH:15]([CH3:17])[OH:16], predict the reactants needed to synthesize it. The reactants are: [O:1]=[C:2]([O-:13])[C@@H:3]([C@H:5]([C@@H:7]([C@@H:9]([CH2:11][OH:12])[OH:10])[OH:8])[OH:6])[OH:4].[C:14]([O-:19])(=[O:18])[CH:15]([CH3:17])[OH:16].[Ca+2:20].[Ca].C([O-])(=O)C(C)O.[O:28]=[C:29]([O-:40])[C@@H:30]([C@H:32]([C@@H:34]([C@@H:36]([CH2:38][OH:39])[OH:37])[OH:35])[OH:33])[OH:31].